Dataset: HIV replication inhibition screening data with 41,000+ compounds from the AIDS Antiviral Screen. Task: Binary Classification. Given a drug SMILES string, predict its activity (active/inactive) in a high-throughput screening assay against a specified biological target. The molecule is CCc1cc[n+]([Mn](SC#N)(SC#N)([n+]2ccc(CC)cc2)([n+]2ccc(CC)cc2)[n+]2ccc(CC)cc2)cc1. The result is 0 (inactive).